From a dataset of Catalyst prediction with 721,799 reactions and 888 catalyst types from USPTO. Predict which catalyst facilitates the given reaction. (1) Reactant: [Br:1][C:2]1[C:17]([F:18])=[CH:16][C:5]2[O:6][C:7]3[CH:14]=[CH:13][CH:12]=[C:11]([F:15])[C:8]=3[CH:9]=[N:10][C:4]=2[CH:3]=1.[C:19]1(=[O:26])[O:25][C:23](=[O:24])[CH2:22][CH2:21][CH2:20]1. Product: [Br:1][C:2]1[C:17]([F:18])=[CH:16][C:5]2[O:6][C:7]3[CH:14]=[CH:13][CH:12]=[C:11]([F:15])[C:8]=3[C@H:9]3[C@H:22]([C:23]([OH:25])=[O:24])[CH2:21][CH2:20][C:19](=[O:26])[N:10]3[C:4]=2[CH:3]=1. The catalyst class is: 13. (2) The catalyst class is: 3. Product: [Cl:21][C:14]1[C:13](=[O:15])[NH:12][CH:11]=[C:10]([C:16]([O:18][CH3:19])=[O:17])[C:9]=1[NH:8][C:6]1[CH:7]=[C:2]([Cl:1])[CH:3]=[CH:4][C:5]=1[CH3:20]. Reactant: [Cl:1][C:2]1[CH:3]=[CH:4][C:5]([CH3:20])=[C:6]([NH:8][C:9]2[C:10]([C:16]([O:18][CH3:19])=[O:17])=[CH:11][NH:12][C:13](=[O:15])[CH:14]=2)[CH:7]=1.[Cl:21]N1C(=O)CCC1=O.O. (3) Reactant: I[C:2]1[S:6][C:5]([C:7]2[CH:8]=[C:9]3[C:13](=[CH:14][CH:15]=2)[C:12](=[O:16])[N:11]([CH3:17])[CH2:10]3)=[CH:4][CH:3]=1.CC1(C)C(C)(C)OB([C:26]2[CH:31]=[CH:30][N:29]=[C:28]([NH2:32])[CH:27]=2)O1. Product: [NH2:32][C:28]1[CH:27]=[C:26]([C:2]2[S:6][C:5]([C:7]3[CH:8]=[C:9]4[C:13](=[CH:14][CH:15]=3)[C:12](=[O:16])[N:11]([CH3:17])[CH2:10]4)=[CH:4][CH:3]=2)[CH:31]=[CH:30][N:29]=1. The catalyst class is: 61. (4) Reactant: [CH3:1][O:2][C:3]1[CH:14]=[CH:13][C:6]2[C:7]([CH2:10][CH2:11]I)=[CH:8][O:9][C:5]=2[CH:4]=1.[N:15]1([C:21]2[CH:22]=[CH:23][CH:24]=[C:25]3[C:30]=2[N:29]=[CH:28][CH:27]=[CH:26]3)[CH2:20][CH2:19][NH:18][CH2:17][CH2:16]1.C(N(CC)C(C)C)(C)C. Product: [CH3:1][O:2][C:3]1[CH:14]=[CH:13][C:6]2[C:7]([CH2:10][CH2:11][N:18]3[CH2:19][CH2:20][N:15]([C:21]4[CH:22]=[CH:23][CH:24]=[C:25]5[C:30]=4[N:29]=[CH:28][CH:27]=[CH:26]5)[CH2:16][CH2:17]3)=[CH:8][O:9][C:5]=2[CH:4]=1. The catalyst class is: 16. (5) Reactant: [CH2:1]([N:8](C)[C:9]1[CH:10]=[C:11]([NH:16][C:17]2[N:22]=[C:21]([NH:23][C:24]3[CH:29]=[CH:28][CH:27]=[C:26]([O:30][CH2:31][C:32]([F:35])([F:34])[F:33])[C:25]=3[S:36]([NH2:39])(=[O:38])=[O:37])[CH:20]=[CH:19][N:18]=2)[CH:12]=[CH:13][C:14]=1[CH3:15])C1C=CC=CC=1.Cl. Product: [CH3:15][C:14]1[CH:13]=[CH:12][C:11]([NH:16][C:17]2[N:22]=[C:21]([NH:23][C:24]3[CH:29]=[CH:28][CH:27]=[C:26]([O:30][CH2:31][C:32]([F:34])([F:35])[F:33])[C:25]=3[S:36]([NH2:39])(=[O:38])=[O:37])[CH:20]=[CH:19][N:18]=2)=[CH:10][C:9]=1[NH:8][CH3:1]. The catalyst class is: 320. (6) Product: [NH2:16][C:11]1[CH:12]=[N:13][CH:14]=[CH:15][C:10]=1[C@@H:6]1[CH2:7][C@H:8]([CH3:9])[C@@:3]([CH2:2][F:1])([OH:20])[C@H:4]([OH:19])[CH2:5]1. The catalyst class is: 19. Reactant: [F:1][CH2:2][C@@:3]1([OH:20])[C@@H:8]([CH3:9])[CH2:7][C:6]([C:10]2[CH:15]=[CH:14][N:13]=[CH:12][C:11]=2[N+:16]([O-])=O)=[CH:5][C@H:4]1[OH:19].